This data is from Human Reference Interactome with 51,813 positive PPI pairs across 8,248 proteins, plus equal number of experimentally-validated negative pairs. The task is: Binary Classification. Given two protein amino acid sequences, predict whether they physically interact or not. Protein 1 (ENSG00000082458) has sequence MHKHQHCCKCPECYEVTRLAALRRLEPPGYGDWQVPDPYGPGGGNGASAGYGGYSSQTLPSQAGATPTPRTKAKLIPTGRDVGPVPPKPVPGKSTPKLNGSGPSWWPECTCTNRDWYEQARPAPLLVNPETLKHSLSVNGSDGMFKYEEIVLERGNSGLGFSIAGGIDNPHVPDDPGIFITKIIPGGAAAMDGRLGVNDCVLRVNEVDVSEVVHSRAVEALKEAGPVVRLVVRRRQPPPETIMEVNLLKGPKGLGFSIAGGIGNQHIPGDNSIYITKIIEGGAAQKDGRLQIGDRLLAVN.... Result: 0 (the proteins do not interact). Protein 2 (ENSG00000162399) has sequence MADEKTFRIGFIVLGLFLLALGTFLMSHDRPQVYGTFYAMGSVMVIGGIIWSMCQCYPKITFVPADSDFQGILSPKAMGLLENGLAAEMKSPSPQPPYVRLWEEAAYDQSLPDFSHIQMKVMSYSEDHRSLLAPEMGQPKLGTSDGGEGGPGDVQAWMEAAVVIHKGSDESEGERRLTQSWPGPLACPQGPAPLASFQDDLDMDSSEGSSPNASPHDREEACSPQQEPQGCRCPLDRFQDFALIDAPTLEDEPQEGQQWEIALPNNWQRYPRTKVEEKEASDTGGEEPEKEEEDLYYGLP....